Dataset: Full USPTO retrosynthesis dataset with 1.9M reactions from patents (1976-2016). Task: Predict the reactants needed to synthesize the given product. (1) The reactants are: S(O[CH2:12][CH2:13][O:14][CH2:15][CH2:16][O:17][CH2:18][CH2:19][O:20][CH2:21][CH2:22][C:23]([O:25][C:26]([CH3:29])([CH3:28])[CH3:27])=[O:24])(C1C=CC(C)=CC=1)(=O)=O.[CH3:30][NH2:31]. Given the product [CH3:30][NH:31][CH2:12][CH2:13][O:14][CH2:15][CH2:16][O:17][CH2:18][CH2:19][O:20][CH2:21][CH2:22][C:23]([O:25][C:26]([CH3:29])([CH3:28])[CH3:27])=[O:24], predict the reactants needed to synthesize it. (2) Given the product [F:18][C:19]1[CH:20]=[C:21]([CH:25]=[C:26]([F:28])[CH:27]=1)[C:22]([NH:16][C:15](=[NH:17])[N:10]1[CH:14]=[CH:13][CH:12]=[N:11]1)=[O:23], predict the reactants needed to synthesize it. The reactants are: CCN(C(C)C)C(C)C.[N:10]1([C:15]([NH2:17])=[NH:16])[CH:14]=[CH:13][CH:12]=[N:11]1.[F:18][C:19]1[CH:20]=[C:21]([CH:25]=[C:26]([F:28])[CH:27]=1)[C:22](Cl)=[O:23].[NH4+].[Cl-]. (3) Given the product [CH3:24][N:22]1[CH:23]=[C:19]([C:15]2[CH:14]=[C:13]3[C:18](=[CH:17][CH:16]=2)[C:10](=[N:9][OH:8])[CH2:11][CH2:12]3)[C:20]([C:25]2[CH:30]=[CH:29][N:28]=[CH:27][CH:26]=2)=[N:21]1, predict the reactants needed to synthesize it. The reactants are: C([O:8][N:9]=[C:10]1[C:18]2[C:13](=[CH:14][C:15]([C:19]3[C:20]([C:25]4[CH:30]=[CH:29][N:28]=[CH:27][CH:26]=4)=[N:21][N:22]([CH3:24])[CH:23]=3)=[CH:16][CH:17]=2)[CH2:12][CH2:11]1)C1C=CC=CC=1.Cl.[H][H].C(O)CCC. (4) Given the product [NH2:11][CH2:10][CH2:9][C:8]([C:4]1[CH:5]=[CH:6][CH:7]=[C:2]([C:20]#[C:19][C:21]([OH:28])([CH2:25][CH2:26][CH3:27])[CH2:22][CH2:23][CH3:24])[CH:3]=1)=[O:18], predict the reactants needed to synthesize it. The reactants are: Br[C:2]1[CH:3]=[C:4]([C:8](=[O:18])[CH2:9][CH2:10][NH:11]C(=O)C(F)(F)F)[CH:5]=[CH:6][CH:7]=1.[C:19]([C:21]([OH:28])([CH2:25][CH2:26][CH3:27])[CH2:22][CH2:23][CH3:24])#[CH:20].